From a dataset of Forward reaction prediction with 1.9M reactions from USPTO patents (1976-2016). Predict the product of the given reaction. (1) Given the reactants [F:1][C:2]1[C:9]([F:10])=[CH:8][CH:7]=[C:6]([O:11][CH:12]([CH3:14])[CH3:13])[C:3]=1[CH:4]=O.ClC1C=[C:18](C=CC=1)[CH:19]=[O:20].[CH3:24][Si:25]([CH3:32])([CH3:31])N[Si:25]([CH3:32])([CH3:31])[CH3:24].C([Li])CCC.C[Si](Cl)(C)C.C([N:45](CC)CC)C.C(Cl)(=O)C, predict the reaction product. The product is: [F:1][C:2]1[C:9]([F:10])=[CH:8][CH:7]=[C:6]([O:11][CH:12]([CH3:14])[CH3:13])[C:3]=1[CH:4]=[N:45][C:19]([O:18][Si:25]([CH3:32])([CH3:31])[CH3:24])=[CH2:20]. (2) Given the reactants [CH2:1]([O:4][C:5]1([CH3:38])[CH2:10][CH2:9][N:8]([C:11]2[N:16]3[N:17]=[C:18]([C:20]4[CH:25]=[CH:24][CH:23]=[C:22](Br)[CH:21]=4)[CH:19]=[C:15]3[N:14]=[C:13]([CH3:27])[C:12]=2[C@H:28]([O:33][C:34]([CH3:37])([CH3:36])[CH3:35])[C:29]([O:31][CH3:32])=[O:30])[CH2:7][CH2:6]1)[CH:2]=[CH2:3].[Cl:39][C:40]1[CH:45]=[CH:44][CH:43]=[C:42]([OH:46])[C:41]=1B(O)O, predict the reaction product. The product is: [CH2:1]([O:4][C:5]1([CH3:38])[CH2:10][CH2:9][N:8]([C:11]2[N:16]3[N:17]=[C:18]([C:20]4[CH:21]=[C:22]([C:41]5[C:42]([OH:46])=[CH:43][CH:44]=[CH:45][C:40]=5[Cl:39])[CH:23]=[CH:24][CH:25]=4)[CH:19]=[C:15]3[N:14]=[C:13]([CH3:27])[C:12]=2[C@H:28]([O:33][C:34]([CH3:37])([CH3:36])[CH3:35])[C:29]([O:31][CH3:32])=[O:30])[CH2:7][CH2:6]1)[CH:2]=[CH2:3]. (3) Given the reactants [NH2:1][C:2]1[C:16]([N+:17]([O-:19])=[O:18])=[CH:15][CH:14]=[CH:13][C:3]=1[O:4][CH2:5][C:6]([O:8][C:9]([CH3:12])([CH3:11])[CH3:10])=[O:7].[Br:20]N1C(=O)CCC1=O.S([O-])([O-])(=O)=S.[Na+].[Na+].C(OCC)C, predict the reaction product. The product is: [NH2:1][C:2]1[C:16]([N+:17]([O-:19])=[O:18])=[CH:15][C:14]([Br:20])=[CH:13][C:3]=1[O:4][CH2:5][C:6]([O:8][C:9]([CH3:12])([CH3:11])[CH3:10])=[O:7]. (4) The product is: [F:1][C:2]1[CH:28]=[CH:27][C:26]([C:29]([NH:31][C:32]2[CH:37]=[CH:36][CH:35]=[C:34]([CH3:38])[CH:33]=2)=[O:30])=[CH:25][C:3]=1[O:4][C:5]1[CH:10]=[CH:9][N:8]=[C:7]([C:11]2[NH:15][CH:14]=[C:13]([C:16]([NH:18][CH2:19][CH2:20][C:21]([OH:23])=[O:22])=[O:17])[CH:12]=2)[CH:6]=1. Given the reactants [F:1][C:2]1[CH:28]=[CH:27][C:26]([C:29]([NH:31][C:32]2[CH:37]=[CH:36][CH:35]=[C:34]([CH3:38])[CH:33]=2)=[O:30])=[CH:25][C:3]=1[O:4][C:5]1[CH:10]=[CH:9][N:8]=[C:7]([C:11]2[NH:15][CH:14]=[C:13]([C:16]([NH:18][CH2:19][CH2:20][C:21]([O:23]C)=[O:22])=[O:17])[CH:12]=2)[CH:6]=1.[OH-].[Na+].O.Cl, predict the reaction product. (5) Given the reactants [CH2:1]([Li])[CH2:2][CH2:3][CH3:4].[C:6]1(=[O:12])[CH2:11][CH2:10][CH2:9][CH:8]=[CH:7]1, predict the reaction product. The product is: [CH2:1]([CH:8]1[CH2:9][CH2:10][CH2:11][C:6](=[O:12])[CH2:7]1)[CH2:2][CH2:3][CH3:4]. (6) Given the reactants [F:1][C:2]1([F:40])[CH2:7][CH2:6][CH:5]([C@H:8]([NH:33][C:34](=[O:39])[C@H:35]([CH3:38])[NH:36][CH3:37])[C:9]([N:11]2[C@H:16]([C:17]([NH:19][C@H:20]3[C:29]4[C:24](=[CH:25][CH:26]=[CH:27][CH:28]=4)[O:23][CH2:22][CH2:21]3)=[O:18])[CH2:15][N:14]3[CH2:30][CH2:31][CH2:32][C@@H:13]3[CH2:12]2)=[O:10])[CH2:4][CH2:3]1.C(OCC)(=O)C.[ClH:47], predict the reaction product. The product is: [ClH:47].[ClH:47].[F:40][C:2]1([F:1])[CH2:7][CH2:6][CH:5]([C@H:8]([NH:33][C:34](=[O:39])[C@H:35]([CH3:38])[NH:36][CH3:37])[C:9]([N:11]2[C@H:16]([C:17]([NH:19][C@H:20]3[C:29]4[C:24](=[CH:25][CH:26]=[CH:27][CH:28]=4)[O:23][CH2:22][CH2:21]3)=[O:18])[CH2:15][N:14]3[CH2:30][CH2:31][CH2:32][C@@H:13]3[CH2:12]2)=[O:10])[CH2:4][CH2:3]1.